This data is from Full USPTO retrosynthesis dataset with 1.9M reactions from patents (1976-2016). The task is: Predict the reactants needed to synthesize the given product. (1) Given the product [NH2:10][C:7]1[CH:8]=[CH:9][C:2]([N:22]2[CH2:23][CH2:24][CH:19]([N:16]3[CH2:17][CH2:18][O:13][CH2:14][CH2:15]3)[CH2:20][CH2:21]2)=[C:3]([CH:6]=1)[C:4]#[N:5], predict the reactants needed to synthesize it. The reactants are: Cl[C:2]1[CH:9]=[CH:8][C:7]([N+:10]([O-])=O)=[CH:6][C:3]=1[C:4]#[N:5].[O:13]1[CH2:18][CH2:17][N:16]([CH:19]2[CH2:24][CH2:23][NH:22][CH2:21][CH2:20]2)[CH2:15][CH2:14]1. (2) The reactants are: O[Li].O.[Br:4][C:5]1[CH:13]=[CH:12][CH:11]=[C:10]([Cl:14])[C:6]=1[C:7]([OH:9])=[O:8].[CH3:15]OS(OC)(=O)=O.N.O. Given the product [Br:4][C:5]1[CH:13]=[CH:12][CH:11]=[C:10]([Cl:14])[C:6]=1[C:7]([O:9][CH3:15])=[O:8], predict the reactants needed to synthesize it. (3) Given the product [CH3:1][C:2]1[N:3]=[CH:4][C:5]([C:6]2[N:15]([C:16]3[CH:21]=[CH:20][C:19]([S:22][CH3:23])=[CH:18][CH:17]=3)[C:13](=[O:14])[C:12]3[C:11](=[CH:27][CH:26]=[CH:25][CH:24]=3)[N:10]=2)=[CH:8][CH:9]=1, predict the reactants needed to synthesize it. The reactants are: [CH3:1][C:2]1[CH:9]=[CH:8][C:5]([CH:6]=O)=[CH:4][N:3]=1.[NH2:10][C:11]1[CH:27]=[CH:26][CH:25]=[CH:24][C:12]=1[C:13]([NH:15][C:16]1[CH:21]=[CH:20][C:19]([S:22][CH3:23])=[CH:18][CH:17]=1)=[O:14]. (4) Given the product [OH:4][C:5]1[CH:6]=[C:7]([C:11]2[N:12]=[C:13]3[N:18]=[C:17]([NH:19][C:20]([C:22]4[N:26]([CH3:27])[N:25]=[CH:24][C:23]=4[C:28]([N:30]4[CH2:33][CH2:32][CH2:31]4)=[O:29])=[O:21])[CH:16]=[CH:15][N:14]3[CH:34]=2)[CH:8]=[CH:9][CH:10]=1, predict the reactants needed to synthesize it. The reactants are: C([O:4][C:5]1[CH:10]=[CH:9][CH:8]=[C:7]([C:11]2[N:12]=[C:13]3[N:18]=[C:17]([NH:19][C:20]([C:22]4[N:26]([CH3:27])[N:25]=[CH:24][C:23]=4[C:28]([N:30]4[CH2:33][CH2:32][CH2:31]4)=[O:29])=[O:21])[CH:16]=[CH:15][N:14]3[CH:34]=2)[CH:6]=1)(=O)C.CO.C(Cl)Cl.C([O-])(O)=O.[Na+]. (5) The reactants are: P(Cl)(Cl)([Cl:3])=O.O=[C:7]1[C:16]2[C:11](=[CH:12][C:13]([O:28][CH3:29])=[C:14]([O:17][CH:18]3[CH2:27][CH2:26][C:21]4([O:25][CH2:24][CH2:23][O:22]4)[CH2:20][CH2:19]3)[CH:15]=2)[N:10]=[CH:9][NH:8]1.C(N(CC)CC)C. Given the product [Cl:3][C:7]1[C:16]2[C:11](=[CH:12][C:13]([O:28][CH3:29])=[C:14]([O:17][CH:18]3[CH2:27][CH2:26][C:21]4([O:25][CH2:24][CH2:23][O:22]4)[CH2:20][CH2:19]3)[CH:15]=2)[N:10]=[CH:9][N:8]=1, predict the reactants needed to synthesize it. (6) Given the product [Cl:8][C:5]1[CH:6]=[CH:7][C:2]([CH:39]=[O:40])=[C:3]([N:9]2[CH:13]=[CH:12][C:11]([CH3:14])=[N:10]2)[CH:4]=1, predict the reactants needed to synthesize it. The reactants are: Br[C:2]1[CH:7]=[CH:6][C:5]([Cl:8])=[CH:4][C:3]=1[N:9]1[CH:13]=[CH:12][C:11]([CH3:14])=[N:10]1.BrC1C=CC(Cl)=CC=1N1C(C)=CC=N1.C([Mg]Cl)(C)C.C=O.CN([CH:39]=[O:40])C. (7) Given the product [C:34]([C:32]1[N:33]=[C:29]([C:27]([NH:26][C:15]2[CH:16]=[CH:17][C:18]([CH:20]3[CH2:21][CH2:22][N:23]([C:48]([NH2:47])=[O:49])[CH2:24][CH2:25]3)=[CH:19][C:14]=2[C:8]2[CH2:13][CH2:12][CH2:11][CH2:10][CH:9]=2)=[O:28])[NH:30][CH:31]=1)#[N:35], predict the reactants needed to synthesize it. The reactants are: FC(F)(F)C(O)=O.[C:8]1([C:14]2[CH:19]=[C:18]([CH:20]3[CH2:25][CH2:24][NH:23][CH2:22][CH2:21]3)[CH:17]=[CH:16][C:15]=2[NH:26][C:27]([C:29]2[NH:30][CH:31]=[C:32]([C:34]#[N:35])[N:33]=2)=[O:28])[CH2:13][CH2:12][CH2:11][CH2:10][CH:9]=1.CCN(CC)CC.C[Si]([N:47]=[C:48]=[O:49])(C)C. (8) The reactants are: [F:1][C:2]([F:23])([F:22])[O:3][C:4]1[CH:5]=[C:6]([C:10]2[N:11]=[C:12]3[C:17]([C:18](O)=[O:19])=[CH:16][CH:15]=[CH:14][N:13]3[CH:21]=2)[CH:7]=[CH:8][CH:9]=1.[NH2:24][C:25]1[S:26][CH:27]=[CH:28][N:29]=1. Given the product [S:26]1[CH:27]=[CH:28][N:29]=[C:25]1[NH:24][C:18]([C:17]1[C:12]2[N:13]([CH:21]=[C:10]([C:6]3[CH:7]=[CH:8][CH:9]=[C:4]([O:3][C:2]([F:23])([F:1])[F:22])[CH:5]=3)[N:11]=2)[CH:14]=[CH:15][CH:16]=1)=[O:19], predict the reactants needed to synthesize it. (9) Given the product [NH:8]1[CH2:12][CH2:11][CH2:10][C@@H:9]1[C:13]([NH:15][C@H:16]([CH2:37][C:38]1[CH:39]=[CH:40][C:41]([Cl:44])=[CH:42][CH:43]=1)[C:17]([NH:19][N:20]1[CH2:24][CH2:23][C@H:22]([N:25]([CH:31]2[CH2:32][CH2:33][CH2:34][CH2:35][CH2:36]2)[C:26](=[O:30])[CH:27]([CH3:28])[CH3:29])[CH2:21]1)=[O:18])=[O:14], predict the reactants needed to synthesize it. The reactants are: C([N:8]1[CH2:12][CH2:11][CH2:10][C@@H:9]1[C:13]([NH:15][C@H:16]([CH2:37][C:38]1[CH:43]=[CH:42][C:41]([Cl:44])=[CH:40][CH:39]=1)[C:17]([NH:19][N:20]1[CH2:24][CH2:23][C@H:22]([N:25]([CH:31]2[CH2:36][CH2:35][CH2:34][CH2:33][CH2:32]2)[C:26](=[O:30])[CH:27]([CH3:29])[CH3:28])[CH2:21]1)=[O:18])=[O:14])(OC(C)(C)C)=O.C(O)(C(F)(F)F)=O.